Predict the reactants needed to synthesize the given product. From a dataset of Full USPTO retrosynthesis dataset with 1.9M reactions from patents (1976-2016). (1) Given the product [CH3:75][O:79][C:99](=[O:100])[NH:97][CH:98]([C:6]([N:8]1[CH:13]([C:14]2[NH:18][C:17]3[CH:19]=[C:20]([C:23]4[CH:35]=[CH:34][C:33]5[C:32]6[C:27](=[CH:28][C:29]([C:36]7[NH:37][C:38]([CH:41]8[CH2:47][C:44]9([CH2:45][CH2:46]9)[CH2:43][N:42]8[C:48](=[O:58])[CH:49]([NH:53][C:54]([O:56][CH3:57])=[O:55])[CH:50]([CH3:51])[CH3:52])=[N:39][CH:40]=7)=[CH:30][CH:31]=6)[C:26]([F:59])([F:60])[C:25]=5[CH:24]=4)[CH:21]=[CH:22][C:16]=3[N:15]=2)[CH:12]2[CH2:61][CH:9]1[CH2:10][CH2:11]2)=[O:5])[CH:66]([CH3:68])[CH3:67], predict the reactants needed to synthesize it. The reactants are: C([O:5][C:6]([N:8]1[CH:13]([C:14]2[NH:18][C:17]3[CH:19]=[C:20]([C:23]4[CH:35]=[CH:34][C:33]5[C:32]6[C:27](=[CH:28][C:29]([C:36]7[NH:37][C:38]([CH:41]8[CH2:47][C:44]9([CH2:46][CH2:45]9)[CH2:43][N:42]8[C:48](=[O:58])[CH:49]([NH:53][C:54]([O:56][CH3:57])=[O:55])[CH:50]([CH3:52])[CH3:51])=[N:39][CH:40]=7)=[CH:30][CH:31]=6)[C:26]([F:60])([F:59])[C:25]=5[CH:24]=4)[CH:21]=[CH:22][C:16]=3[N:15]=2)[CH:12]2[CH2:61][CH:9]1[CH2:10][CH2:11]2)=O)(C)(C)C.Cl.CCN(C(C)C)[CH:66]([CH3:68])[CH3:67].CN([C:75]([O:79]N1N=NC2C=CC=NC1=2)=[N+](C)C)C.F[P-](F)(F)(F)(F)F.C[N:97]([CH:99]=[O:100])[CH3:98]. (2) Given the product [CH3:19][N:20]1[C:24]([CH2:25][CH2:26][O:27][S:7]([C:4]2[CH:5]=[CH:6][C:1]([CH3:11])=[CH:2][CH:3]=2)(=[O:9])=[O:8])=[CH:23][CH:22]=[N:21]1, predict the reactants needed to synthesize it. The reactants are: [C:1]1([CH3:11])[CH:6]=[CH:5][C:4]([S:7](Cl)(=[O:9])=[O:8])=[CH:3][CH:2]=1.C(N(CC)CC)C.[CH3:19][N:20]1[C:24]([CH2:25][CH2:26][OH:27])=[CH:23][CH:22]=[N:21]1. (3) The reactants are: [F:1][C:2]1[CH:3]=[C:4]([CH2:10][C:11]2[C:12](=[O:17])[NH:13][NH:14][C:15]=2[CH3:16])[CH:5]=[CH:6][C:7]=1[O:8][CH3:9].[C:18](OC(=O)C)(=[O:20])[CH3:19]. Given the product [C:18]([N:14]1[C:15]([CH3:16])=[C:11]([CH2:10][C:4]2[CH:5]=[CH:6][C:7]([O:8][CH3:9])=[C:2]([F:1])[CH:3]=2)[C:12]([OH:17])=[N:13]1)(=[O:20])[CH3:19], predict the reactants needed to synthesize it. (4) Given the product [O:19]=[C:7]1[CH2:6][CH2:5][C:4]2[C:9](=[CH:10][CH:11]=[C:2]([NH:1][C:26]([C:22]3[S:21][CH:25]=[CH:24][CH:23]=3)=[NH:27])[CH:3]=2)[N:8]1[CH2:12][CH2:13][N:14]1[CH2:15][CH2:16][CH2:17][CH2:18]1, predict the reactants needed to synthesize it. The reactants are: [NH2:1][C:2]1[CH:3]=[C:4]2[C:9](=[CH:10][CH:11]=1)[N:8]([CH2:12][CH2:13][N:14]1[CH2:18][CH2:17][CH2:16][CH2:15]1)[C:7](=[O:19])[CH2:6][CH2:5]2.I.[S:21]1[CH:25]=[CH:24][CH:23]=[C:22]1[C:26](SC)=[NH:27].N. (5) Given the product [CH3:1][O:2][C:3]1[CH:8]=[CH:7][C:6]([C:9]2[N:10]=[C:11]([CH:22]3[CH2:23][CH2:24][N:25]([C:28](=[O:32])[N:29]([O:31][CH2:36][C:37]([O:39][C:40]([CH3:43])([CH3:42])[CH3:41])=[O:38])[CH3:30])[CH2:26][CH2:27]3)[O:12][C:13]=2[C:14]2[CH:15]=[CH:16][C:17]([O:20][CH3:21])=[CH:18][CH:19]=2)=[CH:5][CH:4]=1, predict the reactants needed to synthesize it. The reactants are: [CH3:1][O:2][C:3]1[CH:8]=[CH:7][C:6]([C:9]2[N:10]=[C:11]([CH:22]3[CH2:27][CH2:26][N:25]([C:28](=[O:32])[N:29]([OH:31])[CH3:30])[CH2:24][CH2:23]3)[O:12][C:13]=2[C:14]2[CH:19]=[CH:18][C:17]([O:20][CH3:21])=[CH:16][CH:15]=2)=[CH:5][CH:4]=1.[H-].[Na+].Br[CH2:36][C:37]([O:39][C:40]([CH3:43])([CH3:42])[CH3:41])=[O:38].[Cl-].[NH4+]. (6) Given the product [F:20][C:21]1[CH:43]=[CH:42][C:24]([CH2:25][NH:26][C:27]([C:29]2[S:33][C:32]([C:34]3[CH:39]=[N:38][CH:37]=[C:36]([N:12]([CH3:11])[CH2:13][C:14]4[CH:19]=[CH:18][N:17]=[CH:16][CH:15]=4)[N:35]=3)=[N:31][C:30]=2[CH3:41])=[O:28])=[CH:23][CH:22]=1, predict the reactants needed to synthesize it. The reactants are: FC1C=CC(CNC)=CC=1.[CH3:11][NH:12][CH2:13][C:14]1[CH:19]=[CH:18][N:17]=[CH:16][CH:15]=1.[F:20][C:21]1[CH:43]=[CH:42][C:24]([CH2:25][NH:26][C:27]([C:29]2[S:33][C:32]([C:34]3[CH:39]=[N:38][CH:37]=[C:36](I)[N:35]=3)=[N:31][C:30]=2[CH3:41])=[O:28])=[CH:23][CH:22]=1. (7) Given the product [CH2:3]([N:10]([C@H:18]1[C@@H:22]2[O:23][C:24]([CH3:26])([CH3:27])[O:25][C@@H:21]2[C@@H:20]([O:28][CH2:29][CH2:30][OH:31])[CH2:19]1)[CH2:11][C:12]1[CH:13]=[CH:14][CH:15]=[CH:16][CH:17]=1)[C:4]1[CH:5]=[CH:6][CH:7]=[CH:8][CH:9]=1, predict the reactants needed to synthesize it. The reactants are: [BH4-].[Li+].[CH2:3]([N:10]([C@H:18]1[C@@H:22]2[O:23][C:24]([CH3:27])([CH3:26])[O:25][C@@H:21]2[C@@H:20]([O:28][CH2:29][C:30](OC(C)(C)C)=[O:31])[CH2:19]1)[CH2:11][C:12]1[CH:17]=[CH:16][CH:15]=[CH:14][CH:13]=1)[C:4]1[CH:9]=[CH:8][CH:7]=[CH:6][CH:5]=1.CO.[Cl-].[Na+]. (8) Given the product [CH3:1][S:2][C:3]1[S:4][C:5]([C:21]([NH2:26])=[O:23])=[C:6]2[CH2:14][CH2:13][C:12]3[CH:11]=[C:10]([C:15]4[CH:20]=[CH:19][CH:18]=[CH:17][CH:16]=4)[S:9][C:8]=3[C:7]=12, predict the reactants needed to synthesize it. The reactants are: [CH3:1][S:2][C:3]1[S:4][C:5]([C:21]([OH:23])=O)=[C:6]2[CH2:14][CH2:13][C:12]3[CH:11]=[C:10]([C:15]4[CH:20]=[CH:19][CH:18]=[CH:17][CH:16]=4)[S:9][C:8]=3[C:7]=12.O1C=C[N:26]=C1Cl. (9) Given the product [CH3:1][N:2]1[CH2:15][CH2:14][C:5]2[N:6]([CH2:28][CH2:27][C:24]3[CH:23]=[N:22][C:21]([CH2:18][CH2:19][CH3:20])=[CH:26][CH:25]=3)[C:7]3[CH:8]=[CH:9][C:10]([CH3:13])=[CH:11][C:12]=3[C:4]=2[CH2:3]1, predict the reactants needed to synthesize it. The reactants are: [CH3:1][N:2]1[CH2:15][CH2:14][C:5]2[NH:6][C:7]3[CH:8]=[CH:9][C:10]([CH3:13])=[CH:11][C:12]=3[C:4]=2[CH2:3]1.[OH-].[K+].[CH2:18]([C:21]1[CH:26]=[CH:25][C:24]([CH:27]=[CH2:28])=[CH:23][N:22]=1)[CH2:19][CH3:20]. (10) Given the product [CH3:30][O:29][C:27]([C:26]1[CH:31]=[CH:32][C:23]([CH2:22][N:5]2[C:4](=[O:3])[CH2:8][C:7]3([CH2:13][CH2:12][N:11]([C:14]([O:16][C:17]([CH3:20])([CH3:19])[CH3:18])=[O:15])[CH2:10][CH2:9]3)[CH2:6]2)=[CH:24][CH:25]=1)=[O:28], predict the reactants needed to synthesize it. The reactants are: [H-].[Na+].[O:3]=[C:4]1[CH2:8][C:7]2([CH2:13][CH2:12][N:11]([C:14]([O:16][C:17]([CH3:20])([CH3:19])[CH3:18])=[O:15])[CH2:10][CH2:9]2)[CH2:6][NH:5]1.Br[CH2:22][C:23]1[CH:32]=[CH:31][C:26]([C:27]([O:29][CH3:30])=[O:28])=[CH:25][CH:24]=1.Cl.